The task is: Predict which catalyst facilitates the given reaction.. This data is from Catalyst prediction with 721,799 reactions and 888 catalyst types from USPTO. (1) Reactant: Cl.Cl.Cl.[NH2:4][C:5]1[CH:10]=[CH:9][CH:8]=[CH:7][C:6]=1[NH:11][C:12]([C:14]1[CH:19]=[N:18][C:17]([N:20]2[CH2:25][CH2:24][NH:23][CH2:22][CH2:21]2)=[CH:16][N:15]=1)=[O:13].Cl[CH2:27][CH2:28][C:29]([NH:31][C:32]1[CH:37]=[CH:36][CH:35]=[CH:34][CH:33]=1)=[O:30].[I-].[K+].C(N(CC)CC)C. The catalyst class is: 35. Product: [NH2:4][C:5]1[CH:10]=[CH:9][CH:8]=[CH:7][C:6]=1[NH:11][C:12]([C:14]1[N:15]=[CH:16][C:17]([N:20]2[CH2:21][CH2:22][N:23]([CH2:27][CH2:28][C:29]([NH:31][C:32]3[CH:37]=[CH:36][CH:35]=[CH:34][CH:33]=3)=[O:30])[CH2:24][CH2:25]2)=[N:18][CH:19]=1)=[O:13]. (2) Reactant: [C:1]([O:5][C:6]([N:8]1[CH2:13][CH2:12][C:11](=O)[CH2:10][CH2:9]1)=[O:7])([CH3:4])([CH3:3])[CH3:2].[F:15][C:16]1[CH:22]=[CH:21][C:19]([NH2:20])=[CH:18][CH:17]=1.C(O)(=O)C.C(O[BH-](OC(=O)C)OC(=O)C)(=O)C.[Na+]. Product: [F:15][C:16]1[CH:22]=[CH:21][C:19]([NH:20][CH:11]2[CH2:12][CH2:13][N:8]([C:6]([O:5][C:1]([CH3:4])([CH3:3])[CH3:2])=[O:7])[CH2:9][CH2:10]2)=[CH:18][CH:17]=1. The catalyst class is: 26. (3) Reactant: [NH2:1][C@@H:2]1[CH2:12][C@H:5]2[CH2:6][N:7]([C:9]([NH2:11])=[O:10])[CH2:8][C@@:4]2([C:13]([N:15]2[CH2:24][CH2:23][C:22]3[C:17](=[CH:18][C:19]([C:25]([F:28])([F:27])[F:26])=[CH:20][CH:21]=3)[CH2:16]2)=[O:14])[CH2:3]1.[CH3:29][O:30][CH:31]1[C:36](=O)[CH2:35][CH2:34][O:33][CH2:32]1.C(O[BH-](OC(=O)C)OC(=O)C)(=O)C.[Na+]. Product: [CH3:29][O:30][C@H:31]1[C@@H:36]([NH:1][C@@H:2]2[CH2:12][C@H:5]3[CH2:6][N:7]([C:9]([NH2:11])=[O:10])[CH2:8][C@@:4]3([C:13]([N:15]3[CH2:24][CH2:23][C:22]4[C:17](=[CH:18][C:19]([C:25]([F:28])([F:27])[F:26])=[CH:20][CH:21]=4)[CH2:16]3)=[O:14])[CH2:3]2)[CH2:35][CH2:34][O:33][CH2:32]1. The catalyst class is: 2. (4) Reactant: [CH:1]([CH:3]=O)=O.[N+:5]([C:8]1[CH:13]=[CH:12][CH:11]=[C:10]([NH2:14])[C:9]=1[NH2:15])([O-:7])=[O:6].O. Product: [N+:5]([C:8]1[CH:13]=[CH:12][CH:11]=[C:10]2[C:9]=1[N:15]=[CH:1][CH:3]=[N:14]2)([O-:7])=[O:6]. The catalyst class is: 14.